Dataset: Catalyst prediction with 721,799 reactions and 888 catalyst types from USPTO. Task: Predict which catalyst facilitates the given reaction. (1) Reactant: [NH2:1][C:2]1[NH:6][N:5]=[N:4][N:3]=1.Cl[CH2:8][C:9]([O:11][CH3:12])=[O:10].[OH-].[K+]. Product: [CH3:12][O:11][C:9](=[O:10])[CH2:8][N:4]1[N:5]=[N:6][C:2]([NH2:1])=[N:3]1. The catalyst class is: 5. (2) Reactant: [C:1]([NH:8][C@@H:9]([C:13]([OH:15])=O)[CH2:10][CH2:11][CH3:12])([O:3][C:4]([CH3:7])([CH3:6])[CH3:5])=[O:2].Cl.[F:17][CH:18]1[CH2:21][NH:20][CH2:19]1.C(N(CC)C(C)C)(C)C.CN(C(ON1N=NC2C=CC=NC1=2)=[N+](C)C)C.F[P-](F)(F)(F)(F)F. Product: [C:4]([O:3][C:1](=[O:2])[NH:8][C@@H:9]([C:13]([N:20]1[CH2:21][CH:18]([F:17])[CH2:19]1)=[O:15])[CH2:10][CH2:11][CH3:12])([CH3:5])([CH3:6])[CH3:7]. The catalyst class is: 3. (3) Reactant: [C:1]1([CH:7]([C:10]2[CH:15]=[CH:14][CH:13]=[CH:12][CH:11]=2)[CH2:8][NH2:9])[CH:6]=[CH:5][CH:4]=[CH:3][CH:2]=1.[O:16]=[C:17]1[C:21]([C:28]2[CH:33]=[CH:32][CH:31]=[CH:30][CH:29]=2)([C:22]2[CH:27]=[CH:26][CH:25]=[CH:24][CH:23]=2)[CH2:20][CH2:19][N:18]1[CH2:34][C:35](O)=[O:36].Cl.C(N=C=NCCCN(C)C)C. Product: [C:10]1([CH:7]([C:1]2[CH:2]=[CH:3][CH:4]=[CH:5][CH:6]=2)[CH2:8][NH:9][C:35](=[O:36])[CH2:34][N:18]2[CH2:19][CH2:20][C:21]([C:22]3[CH:27]=[CH:26][CH:25]=[CH:24][CH:23]=3)([C:28]3[CH:33]=[CH:32][CH:31]=[CH:30][CH:29]=3)[C:17]2=[O:16])[CH:11]=[CH:12][CH:13]=[CH:14][CH:15]=1. The catalyst class is: 112. (4) Product: [Cl:21][C:22]1[S:26][CH:25]=[C:24]([CH2:27][O:19][C:16]2[CH:17]=[CH:18][N:13]([C:10]3[CH:11]=[CH:12][C:5]4[N:4]=[C:3]([CH2:1][CH3:2])[N:7]([CH3:8])[C:6]=4[CH:9]=3)[C:14](=[O:20])[CH:15]=2)[CH:23]=1. The catalyst class is: 20. Reactant: [CH2:1]([C:3]1[N:7]([CH3:8])[C:6]2[CH:9]=[C:10]([N:13]3[CH:18]=[CH:17][C:16]([OH:19])=[CH:15][C:14]3=[O:20])[CH:11]=[CH:12][C:5]=2[N:4]=1)[CH3:2].[Cl:21][C:22]1[S:26][CH:25]=[C:24]([CH2:27]O)[CH:23]=1.C(P(CCCC)CCCC)CCC.N(C(N1CCCCC1)=O)=NC(N1CCCCC1)=O.